From a dataset of NCI-60 drug combinations with 297,098 pairs across 59 cell lines. Regression. Given two drug SMILES strings and cell line genomic features, predict the synergy score measuring deviation from expected non-interaction effect. (1) Drug 1: C1=CN(C(=O)N=C1N)C2C(C(C(O2)CO)O)O.Cl. Drug 2: CCCCC(=O)OCC(=O)C1(CC(C2=C(C1)C(=C3C(=C2O)C(=O)C4=C(C3=O)C=CC=C4OC)O)OC5CC(C(C(O5)C)O)NC(=O)C(F)(F)F)O. Cell line: SK-OV-3. Synergy scores: CSS=18.5, Synergy_ZIP=-9.97, Synergy_Bliss=-5.94, Synergy_Loewe=-13.7, Synergy_HSA=-8.05. (2) Drug 1: CC1C(C(CC(O1)OC2CC(OC(C2O)C)OC3=CC4=CC5=C(C(=O)C(C(C5)C(C(=O)C(C(C)O)O)OC)OC6CC(C(C(O6)C)O)OC7CC(C(C(O7)C)O)OC8CC(C(C(O8)C)O)(C)O)C(=C4C(=C3C)O)O)O)O. Drug 2: C1CC(=O)NC(=O)C1N2C(=O)C3=CC=CC=C3C2=O. Cell line: MCF7. Synergy scores: CSS=5.12, Synergy_ZIP=-0.153, Synergy_Bliss=-0.313, Synergy_Loewe=-35.5, Synergy_HSA=-1.08. (3) Drug 1: CC1=C(C(=O)C2=C(C1=O)N3CC4C(C3(C2COC(=O)N)OC)N4)N. Drug 2: C1CCC(C(C1)N)N.C(=O)(C(=O)[O-])[O-].[Pt+4]. Cell line: UACC62. Synergy scores: CSS=3.64, Synergy_ZIP=-6.00, Synergy_Bliss=-9.89, Synergy_Loewe=-15.5, Synergy_HSA=-11.4.